This data is from Forward reaction prediction with 1.9M reactions from USPTO patents (1976-2016). The task is: Predict the product of the given reaction. (1) The product is: [CH3:1][C:2]1([CH3:31])[C:8]2[CH:9]=[CH:10][CH:11]=[CH:12][C:7]=2[C:6]([C:13]2[CH:14]=[N:15][C:16]3[C:21]([CH:22]=2)=[CH:20][CH:19]=[CH:18][CH:17]=3)=[N:5][CH2:4][CH2:3]1. Given the reactants [CH3:1][C:2]1([CH3:31])[C:8]2[CH:9]=[CH:10][CH:11]=[CH:12][C:7]=2[C:6](OS(C(F)(F)F)(=O)=O)([C:13]2[CH:14]=[N:15][C:16]3[C:21]([CH:22]=2)=[CH:20][CH:19]=[CH:18][CH:17]=3)[NH:5][CH2:4][CH2:3]1, predict the reaction product. (2) The product is: [I:10][CH2:11][C:12]([NH:1][CH2:2][CH2:3][CH2:4][CH2:5][CH2:6][C:7]([OH:9])=[O:8])=[O:13]. Given the reactants [NH2:1][CH2:2][CH2:3][CH2:4][CH2:5][CH2:6][C:7]([OH:9])=[O:8].[I:10][CH2:11][C:12](O[C:12](=[O:13])[CH2:11][I:10])=[O:13].C(Cl)Cl.CO.CC(O)=O.CCOC(C)=O, predict the reaction product. (3) The product is: [CH2:13]([C:17]1[CH:18]=[CH:19][C:20]([C:23]#[C:24][C:2]2[C:11]3[C:6](=[CH:7][CH:8]=[CH:9][CH:10]=3)[C:5]([C:24]#[C:23][C:20]3[CH:21]=[CH:22][C:17]([CH2:13][CH2:14][CH2:15][CH3:16])=[CH:18][CH:19]=3)=[CH:4][CH:3]=2)=[CH:21][CH:22]=1)[CH2:14][CH2:15][CH3:16]. Given the reactants Br[C:2]1[C:11]2[C:6](=[CH:7][CH:8]=[CH:9][CH:10]=2)[C:5](Br)=[CH:4][CH:3]=1.[CH2:13]([C:17]1[CH:22]=[CH:21][C:20]([C:23]#[CH:24])=[CH:19][CH:18]=1)[CH2:14][CH2:15][CH3:16], predict the reaction product. (4) Given the reactants [CH3:1][C:2]1([CH3:10])[CH2:8][C:7](=[O:9])[O:6][C:4](=[O:5])[CH2:3]1.[OH:11][C@H:12]1[CH2:29][CH2:28][C@@:27]2([CH3:30])[C@@H:14]([CH2:15][CH2:16][C@:17]3([CH3:57])[C@@H:26]2[CH2:25][CH2:24][C@H:23]2[C@@:18]3([CH3:56])[CH2:19][CH2:20][C@@:21]3([C:38]([N:40]4[CH2:44][CH2:43][CH2:42][C@H:41]4[C:45]4[NH:46][C:47]([C:50]5[CH:51]=[N:52][CH:53]=[CH:54][CH:55]=5)=[CH:48][N:49]=4)=[O:39])[CH2:33][CH2:32][C@@H:31]([C:34]4([CH3:37])[CH2:36][CH2:35]4)[C@@H:22]32)[C:13]1([CH3:59])[CH3:58], predict the reaction product. The product is: [CH3:10][C:2]([CH3:1])([CH2:3][C:4](=[O:5])[O:11][C@H:12]1[CH2:29][CH2:28][C@@:27]2([CH3:30])[C@@H:14]([CH2:15][CH2:16][C@:17]3([CH3:57])[C@@H:26]2[CH2:25][CH2:24][C@H:23]2[C@@:18]3([CH3:56])[CH2:19][CH2:20][C@@:21]3([C:38]([N:40]4[CH2:44][CH2:43][CH2:42][C@H:41]4[C:45]4[NH:46][C:47]([C:50]5[CH:51]=[N:52][CH:53]=[CH:54][CH:55]=5)=[CH:48][N:49]=4)=[O:39])[CH2:33][CH2:32][C@@H:31]([C:34]4([CH3:37])[CH2:35][CH2:36]4)[C@@H:22]32)[C:13]1([CH3:59])[CH3:58])[CH2:8][C:7]([OH:6])=[O:9]. (5) Given the reactants [NH2:1][C:2]1[CH:3]=[C:4]([C:8]([OH:10])=O)[CH:5]=[N:6][CH:7]=1.[NH2:11][C@@:12]1([C:17]([O:19][CH2:20][CH2:21][CH2:22][CH3:23])=[O:18])[CH2:16][CH2:15][O:14][CH2:13]1, predict the reaction product. The product is: [NH2:1][C:2]1[CH:3]=[C:4]([C:8]([NH:11][C@@:12]2([C:17]([O:19][CH2:20][CH2:21][CH2:22][CH3:23])=[O:18])[CH2:16][CH2:15][O:14][CH2:13]2)=[O:10])[CH:5]=[N:6][CH:7]=1. (6) Given the reactants [CH3:1][O:2][C:3]1[CH:8]=[CH:7][CH:6]=[C:5]([OH:9])[C:4]=1[OH:10].Br[CH2:12]Cl.O, predict the reaction product. The product is: [CH3:1][O:2][C:3]1[C:4]2[O:10][CH2:12][O:9][C:5]=2[CH:6]=[CH:7][CH:8]=1.